Task: Regression. Given a peptide amino acid sequence and an MHC pseudo amino acid sequence, predict their binding affinity value. This is MHC class I binding data.. Dataset: Peptide-MHC class I binding affinity with 185,985 pairs from IEDB/IMGT (1) The peptide sequence is SMKSVQNNTV. The MHC is HLA-A26:01 with pseudo-sequence HLA-A26:01. The binding affinity (normalized) is 0. (2) The peptide sequence is DSPATLSAY. The MHC is HLA-A02:19 with pseudo-sequence HLA-A02:19. The binding affinity (normalized) is 0.0847. (3) The peptide sequence is FVCISYYFT. The MHC is HLA-A02:01 with pseudo-sequence HLA-A02:01. The binding affinity (normalized) is 0.362. (4) The peptide sequence is YQLEMYHPI. The MHC is BoLA-JSP.1 with pseudo-sequence BoLA-JSP.1. The binding affinity (normalized) is 0.575. (5) The MHC is HLA-A68:02 with pseudo-sequence HLA-A68:02. The binding affinity (normalized) is 0.213. The peptide sequence is DISDVKVLAA. (6) The peptide sequence is APLLSAGIF. The MHC is HLA-B54:01 with pseudo-sequence HLA-B54:01. The binding affinity (normalized) is 0.0955. (7) The peptide sequence is AVRHFPRPW. The MHC is HLA-B58:02 with pseudo-sequence HLA-B58:02. The binding affinity (normalized) is 0.0847. (8) The peptide sequence is SYLLGSGEARL. The MHC is H-2-Kd with pseudo-sequence H-2-Kd. The binding affinity (normalized) is 0.297.